From a dataset of Catalyst prediction with 721,799 reactions and 888 catalyst types from USPTO. Predict which catalyst facilitates the given reaction. Reactant: [CH3:1][C:2]([O:5][C:6]([NH:8][C@H:9]([C:22]([OH:24])=O)[CH2:10][CH2:11][C:12]([O:14][CH2:15][C:16]1[CH:21]=[CH:20][CH:19]=[CH:18][CH:17]=1)=[O:13])=[O:7])([CH3:4])[CH3:3].[NH2:25][CH:26]1[CH2:34][C:33]2[C:28](=[CH:29][CH:30]=[CH:31][CH:32]=2)[CH2:27]1.C(Cl)CCl.C1C=CC2N(O)N=NC=2C=1.CN1CCOCC1. Product: [C:2]([O:5][C:6]([NH:8][C@H:9]([C:22](=[O:24])[NH:25][CH:26]1[CH2:34][C:33]2[C:28](=[CH:29][CH:30]=[CH:31][CH:32]=2)[CH2:27]1)[CH2:10][CH2:11][C:12]([O:14][CH2:15][C:16]1[CH:17]=[CH:18][CH:19]=[CH:20][CH:21]=1)=[O:13])=[O:7])([CH3:1])([CH3:3])[CH3:4]. The catalyst class is: 4.